Dataset: Reaction yield outcomes from USPTO patents with 853,638 reactions. Task: Predict the reaction yield, written as a fraction of the theoretical maximum amount of product (1.0 means a 100% yield; for example, 0.34 means a 34% yield). (1) The reactants are [OH:1][NH:2][C:3]([C:5]1[C:10]([CH3:11])=[CH:9][CH:8]=[CH:7][N:6]=1)=[NH:4].[CH3:12][O:13][C:14]1[CH:22]=[CH:21][CH:20]=[C:16]([C:17](O)=O)[C:15]=1[OH:23]. No catalyst specified. The product is [CH3:12][O:13][C:14]1[CH:22]=[CH:21][CH:20]=[C:16]([C:17]2[O:1][N:2]=[C:3]([C:5]3[C:10]([CH3:11])=[CH:9][CH:8]=[CH:7][N:6]=3)[N:4]=2)[C:15]=1[OH:23]. The yield is 0.160. (2) The reactants are [NH2:1][C:2]1[CH:17]=[C:16]([F:18])[C:15]([F:19])=[CH:14][C:3]=1[C:4]([NH:6][C:7]1[CH:12]=[CH:11][CH:10]=[CH:9][C:8]=1[Cl:13])=[O:5].[Cl:20][CH2:21][C:22](Cl)=O. The catalyst is C(O)(=O)C. The product is [Cl:20][CH2:21][C:22]1[N:6]([C:7]2[CH:12]=[CH:11][CH:10]=[CH:9][C:8]=2[Cl:13])[C:4](=[O:5])[C:3]2[C:2](=[CH:17][C:16]([F:18])=[C:15]([F:19])[CH:14]=2)[N:1]=1. The yield is 0.260.